Dataset: Cav3 T-type calcium channel HTS with 100,875 compounds. Task: Binary Classification. Given a drug SMILES string, predict its activity (active/inactive) in a high-throughput screening assay against a specified biological target. The molecule is S(Cc1oc(cc1)C(OC)=O)c1nc(cc(n1)C(F)(F)F)c1occc1. The result is 0 (inactive).